Dataset: Full USPTO retrosynthesis dataset with 1.9M reactions from patents (1976-2016). Task: Predict the reactants needed to synthesize the given product. Given the product [O:30]1[CH2:31][CH:32]=[C:33]([C:2]2[CH:28]=[C:27]([F:29])[C:5]3[N:6]([CH2:9][C:10]4[CH:26]=[CH:25][C:13]5[N:14]=[C:15]([NH:17][C@@H:18]6[CH2:23][CH2:22][CH2:21][CH2:20][C@H:19]6[OH:24])[S:16][C:12]=5[CH:11]=4)[CH:7]=[N:8][C:4]=3[CH:3]=2)[CH2:34][CH2:35]1, predict the reactants needed to synthesize it. The reactants are: Br[C:2]1[CH:28]=[C:27]([F:29])[C:5]2[N:6]([CH2:9][C:10]3[CH:26]=[CH:25][C:13]4[N:14]=[C:15]([NH:17][C@@H:18]5[CH2:23][CH2:22][CH2:21][CH2:20][C@H:19]5[OH:24])[S:16][C:12]=4[CH:11]=3)[CH:7]=[N:8][C:4]=2[CH:3]=1.[O:30]1[CH2:35][CH:34]=[C:33](B2OC(C)(C)C(C)(C)O2)[CH2:32][CH2:31]1.C(=O)([O-])[O-].[Na+].[Na+].O1CCOCC1.